Task: Binary Classification. Given a drug SMILES string, predict its activity (active/inactive) in a high-throughput screening assay against a specified biological target.. Dataset: Kir2.1 potassium channel HTS with 301,493 compounds (1) The drug is S(=O)(=O)(NCc1ccccc1)c1ccc(NC(=O)c2c([N+]([O-])=O)cccc2)cc1. The result is 0 (inactive). (2) The molecule is s1c(C2N(N=C(C2)c2sccc2)C(=O)Nc2ccccc2)ccc1. The result is 0 (inactive). (3) The compound is Brc1ccc(C(=O)CSc2n(c3ccccc3)ccn2)cc1. The result is 0 (inactive). (4) The drug is O=C(NC(C)C)c1c(NC(=O)COC)cccc1. The result is 0 (inactive). (5) The molecule is O=C1C(N2CCN(CC2)C(OCC)=O)=C(NCCN2CCN(CC2)Cc2ccccc2)C1=O. The result is 0 (inactive). (6) The molecule is S=C(N1C(CCC1)c1cc(OC)c(OC)cc1)Nc1c(cccc1C)C. The result is 0 (inactive). (7) The drug is FC(F)Oc1c(NC(=O)c2nccnc2)ccc(c1)C. The result is 0 (inactive).